Task: Regression. Given a peptide amino acid sequence and an MHC pseudo amino acid sequence, predict their binding affinity value. This is MHC class I binding data.. Dataset: Peptide-MHC class I binding affinity with 185,985 pairs from IEDB/IMGT The peptide sequence is SSKMFNYFK. The MHC is HLA-A29:02 with pseudo-sequence HLA-A29:02. The binding affinity (normalized) is 0.214.